Dataset: Forward reaction prediction with 1.9M reactions from USPTO patents (1976-2016). Task: Predict the product of the given reaction. (1) Given the reactants [N:1]1[C:2]([C:10]2[CH:11]=[C:12]([CH:15]=[C:16]([O:18][CH2:19][CH2:20][O:21][CH3:22])[CH:17]=2)[C:13]#[N:14])=[CH:3][N:4]2[C:9]=1[CH:8]=[CH:7][CH:6]=[N:5]2.O.N, predict the reaction product. The product is: [N:1]1[C:2]([C:10]2[CH:11]=[C:12]([CH2:13][NH2:14])[CH:15]=[C:16]([O:18][CH2:19][CH2:20][O:21][CH3:22])[CH:17]=2)=[CH:3][N:4]2[C:9]=1[CH:8]=[CH:7][CH:6]=[N:5]2. (2) The product is: [Si:24]([O:23][C@@H:15]1[CH2:16][CH2:17][C@@:18]2([CH3:19])[C@@H:13]([CH2:12][CH2:11][C@@H:10]3[C@@H:20]2[CH2:21][CH2:22][C@@:5]2([CH3:6])[C@H:7]3[CH2:8][CH2:9][C@@H:4]2[C:3]#[C:2][CH:47]([OH:49])[CH3:48])[CH2:14]1)([C:37]([CH3:38])([CH3:40])[CH3:39])([C:31]1[CH:32]=[CH:33][CH:34]=[CH:35][CH:36]=1)[C:25]1[CH:26]=[CH:27][CH:28]=[CH:29][CH:30]=1. Given the reactants Br[C:2](Br)=[CH:3][C@H:4]1[CH2:9][CH2:8][C@H:7]2[C@H:10]3[C@H:20]([CH2:21][CH2:22][C@:5]12[CH3:6])[C@:18]1([CH3:19])[C@H:13]([CH2:14][C@H:15]([O:23][Si:24]([C:37]([CH3:40])([CH3:39])[CH3:38])([C:31]2[CH:36]=[CH:35][CH:34]=[CH:33][CH:32]=2)[C:25]2[CH:30]=[CH:29][CH:28]=[CH:27][CH:26]=2)[CH2:16][CH2:17]1)[CH2:12][CH2:11]3.[Li]CCCC.[CH:47](=[O:49])[CH3:48].Cl, predict the reaction product.